This data is from Full USPTO retrosynthesis dataset with 1.9M reactions from patents (1976-2016). The task is: Predict the reactants needed to synthesize the given product. (1) Given the product [CH:35]1([C:39]([NH:2][C@@H:3]2[CH2:8][CH2:7][C@H:6]([NH:9][C:10](=[O:27])[C:11]3[CH:16]=[C:15]([F:17])[CH:14]=[N:13][C:12]=3[O:18][C:19]3[CH:24]=[CH:23][CH:22]=[C:21]([S:25][CH3:26])[CH:20]=3)[CH2:5][CH2:4]2)=[O:40])[CH2:38][CH2:37][CH2:36]1, predict the reactants needed to synthesize it. The reactants are: Cl.[NH2:2][C@@H:3]1[CH2:8][CH2:7][C@H:6]([NH:9][C:10](=[O:27])[C:11]2[CH:16]=[C:15]([F:17])[CH:14]=[N:13][C:12]=2[O:18][C:19]2[CH:24]=[CH:23][CH:22]=[C:21]([S:25][CH3:26])[CH:20]=2)[CH2:5][CH2:4]1.C(N(CC)CC)C.[CH:35]1([C:39](O)=[O:40])[CH2:38][CH2:37][CH2:36]1.Cl.CN(C)CCCN=C=NCC.ON1C2C=CC=CC=2N=N1. (2) Given the product [OH:23][C:16]1([CH2:15][N:14]2[CH2:13][CH2:12][C:7]3[NH:8][CH:9]=[C:10]([CH3:11])[C:6]=3[C:4]2=[O:3])[CH2:21][CH2:20][N:19]([CH3:22])[CH2:18][CH2:17]1, predict the reactants needed to synthesize it. The reactants are: C([O:3][C:4]([C:6]1[C:10]([CH3:11])=[CH:9][NH:8][C:7]=1[CH2:12][CH2:13][NH:14][CH2:15][C:16]1([OH:23])[CH2:21][CH2:20][N:19]([CH3:22])[CH2:18][CH2:17]1)=O)C.O.[OH-].[Li+].Cl. (3) Given the product [Cl:8][CH2:9][C:10]1[N:1]=[C:2]2[S:3][CH:4]=[C:5]([CH3:7])[N:6]2[C:12](=[O:13])[CH:11]=1, predict the reactants needed to synthesize it. The reactants are: [NH2:1][C:2]1[S:3][CH:4]=[C:5]([CH3:7])[N:6]=1.[Cl:8][CH2:9][C:10](=O)[CH2:11][C:12](OCC)=[O:13]. (4) The reactants are: [N:1]1([CH2:6][CH2:7][OH:8])[CH:5]=[CH:4][CH:3]=[N:2]1.CC(C)([O-])C.[K+].F[C:16]1[CH:21]=[CH:20][C:19]([N+:22]([O-:24])=[O:23])=[CH:18][CH:17]=1.C(OCC)(=O)C. Given the product [N+:22]([C:19]1[CH:20]=[CH:21][C:16]([O:8][CH2:7][CH2:6][N:1]2[CH:5]=[CH:4][CH:3]=[N:2]2)=[CH:17][CH:18]=1)([O-:24])=[O:23], predict the reactants needed to synthesize it.